From a dataset of Forward reaction prediction with 1.9M reactions from USPTO patents (1976-2016). Predict the product of the given reaction. (1) Given the reactants [CH2:1]([O:3][C:4]([C:6]1[N:7]=[N:8][NH:9][C:10]=1[O:11][CH:12]([F:14])[F:13])=[O:5])[CH3:2].[CH3:15]I, predict the reaction product. The product is: [CH2:1]([O:3][C:4]([C:6]1[N:7]=[N:8][N:9]([CH3:15])[C:10]=1[O:11][CH:12]([F:13])[F:14])=[O:5])[CH3:2].[CH2:1]([O:3][C:4]([C:6]1[C:10]([O:11][CH:12]([F:13])[F:14])=[N:9][N:8]([CH3:15])[N:7]=1)=[O:5])[CH3:2]. (2) Given the reactants [Cl:1][CH2:2][C:3](Cl)=[O:4].[NH2:6][C:7]1[CH:12]=[CH:11][C:10]([Cl:13])=[CH:9][N:8]=1.C(N(CC)CC)C, predict the reaction product. The product is: [Cl:1][CH2:2][C:3]([NH:6][C:7]1[CH:12]=[CH:11][C:10]([Cl:13])=[CH:9][N:8]=1)=[O:4]. (3) Given the reactants Cl.[NH2:2][C@H:3]1[CH2:8][CH2:7][C@H:6]([NH:9][C:10]([C:12]2[C:16]3=[N:17][CH:18]=[CH:19][C:20]([C:21]4[CH:26]=[C:25]([F:27])[C:24]([O:28][CH3:29])=[CH:23][C:22]=4[O:30][CH2:31][CH:32]4[CH2:34][CH2:33]4)=[C:15]3[NH:14][C:13]=2[CH3:35])=[O:11])[CH2:5][CH2:4]1.C([O:39][CH2:40][C:41](Cl)=[O:42])(=O)C, predict the reaction product. The product is: [CH:32]1([CH2:31][O:30][C:22]2[CH:23]=[C:24]([O:28][CH3:29])[C:25]([F:27])=[CH:26][C:21]=2[C:20]2[CH:19]=[CH:18][N:17]=[C:16]3[C:12]([C:10]([NH:9][C@H:6]4[CH2:7][CH2:8][C@H:3]([NH:2][C:40](=[O:39])[CH2:41][OH:42])[CH2:4][CH2:5]4)=[O:11])=[C:13]([CH3:35])[NH:14][C:15]=23)[CH2:33][CH2:34]1. (4) Given the reactants [Cl:1][C:2]1[N:3]=[CH:4][C:5]2[N:11]([CH3:12])[C:10](=[O:13])[CH2:9][CH2:8][N:7]([CH:14]3[CH2:18][CH2:17][CH2:16][CH2:15]3)[C:6]=2[N:19]=1.[Li+].[CH3:21][CH:22]([N-:24]C(C)C)C, predict the reaction product. The product is: [Cl:1][C:2]1[N:3]=[CH:4][C:5]2[N:11]([CH3:12])[C:10](=[O:13])[CH:9]([CH2:21][C:22]#[N:24])[CH2:8][N:7]([CH:14]3[CH2:18][CH2:17][CH2:16][CH2:15]3)[C:6]=2[N:19]=1. (5) Given the reactants C[O:2][C:3](=[O:39])[CH:4]([NH:26][S:27]([C:30]1[C:35]([CH3:36])=[CH:34][C:33]([CH3:37])=[CH:32][C:31]=1[CH3:38])(=[O:29])=[O:28])[CH2:5][NH:6][C:7]([C:9]1[S:10][C:11]([C:14](=[O:25])[NH:15][CH2:16][CH2:17][NH:18][C:19]2[CH:24]=[CH:23][CH:22]=[CH:21][N:20]=2)=[CH:12][CH:13]=1)=[O:8].[OH-].[Li+].C(O)(=O)C, predict the reaction product. The product is: [N:20]1[CH:21]=[CH:22][CH:23]=[CH:24][C:19]=1[NH:18][CH2:17][CH2:16][NH:15][C:14]([C:11]1[S:10][C:9]([C:7]([NH:6][CH2:5][CH:4]([NH:26][S:27]([C:30]2[C:31]([CH3:38])=[CH:32][C:33]([CH3:37])=[CH:34][C:35]=2[CH3:36])(=[O:29])=[O:28])[C:3]([OH:39])=[O:2])=[O:8])=[CH:13][CH:12]=1)=[O:25]. (6) Given the reactants [Cl:1][C:2]1[CH:19]=[CH:18][C:5]([O:6][CH:7]2[CH2:10][N:9]([CH2:11][CH2:12][C:13]3([NH2:17])[CH2:16][CH2:15][CH2:14]3)[CH2:8]2)=[CH:4][CH:3]=1.C1([O:26][C:27](=O)[NH:28][C:29]2[S:30][C:31]([CH2:34][CH3:35])=[N:32][N:33]=2)C=CC=CC=1, predict the reaction product. The product is: [Cl:1][C:2]1[CH:3]=[CH:4][C:5]([O:6][CH:7]2[CH2:10][N:9]([CH2:11][CH2:12][C:13]3([NH:17][C:27]([NH:28][C:29]4[S:30][C:31]([CH2:34][CH3:35])=[N:32][N:33]=4)=[O:26])[CH2:16][CH2:15][CH2:14]3)[CH2:8]2)=[CH:18][CH:19]=1. (7) Given the reactants [CH2:1]([O:8][CH2:9][CH2:10][N:11]1[CH2:16][CH2:15][N:14]([C:17]2[CH:25]=[CH:24][C:20]([C:21]([OH:23])=[O:22])=[CH:19][C:18]=2/[CH:26]=[CH:27]\[CH3:28])[CH2:13][CH2:12]1)[C:2]1[CH:7]=[CH:6][CH:5]=[CH:4][CH:3]=1.[F:29][C:30]1[C:35](O)=[C:34]([F:37])[C:33]([F:38])=[C:32]([F:39])[C:31]=1[F:40].C1(N=C=NC2CCCCC2)CCCCC1.O, predict the reaction product. The product is: [CH2:1]([O:8][CH2:9][CH2:10][N:11]1[CH2:12][CH2:13][N:14]([C:17]2[CH:25]=[CH:24][C:20]([C:21]([O:23][C:35]3[C:34]([F:37])=[C:33]([F:38])[C:32]([F:39])=[C:31]([F:40])[C:30]=3[F:29])=[O:22])=[CH:19][C:18]=2/[CH:26]=[CH:27]\[CH3:28])[CH2:15][CH2:16]1)[C:2]1[CH:3]=[CH:4][CH:5]=[CH:6][CH:7]=1. (8) Given the reactants [Cl:1][C:2]1[C:7]([CH:8]([CH3:10])[CH3:9])=[C:6]([O:11]C)[N:5]=[C:4]([O:13]C)[N:3]=1, predict the reaction product. The product is: [Cl:1][C:2]1[NH:3][C:4](=[O:13])[NH:5][C:6](=[O:11])[C:7]=1[CH:8]([CH3:10])[CH3:9]. (9) Given the reactants I[C:2]1[C:10]2[C:5](=[CH:6][CH:7]=[CH:8][C:9]=2[N+:11]([O-])=O)[N:4]([CH2:14][C:15]2[CH:16]=[N:17][CH:18]=[CH:19][CH:20]=2)[N:3]=1.C1COCC1.Cl, predict the reaction product. The product is: [N:17]1[CH:18]=[CH:19][CH:20]=[C:15]([CH2:14][N:4]2[C:5]3[CH:6]=[CH:7][CH:8]=[C:9]([NH2:11])[C:10]=3[CH:2]=[N:3]2)[CH:16]=1.